From a dataset of Reaction yield outcomes from USPTO patents with 853,638 reactions. Predict the reaction yield, written as a fraction of the theoretical maximum amount of product (1.0 means a 100% yield; for example, 0.34 means a 34% yield). The reactants are [N:1]1[C:9]2[C:4](=[N:5][CH:6]=[CH:7][CH:8]=2)[NH:3][CH:2]=1.CC(C)([O-])C.[K+].[C:16]([O:19][CH2:20][CH2:21][O:22][CH2:23]Br)(=[O:18])[CH3:17]. The catalyst is CN(C=O)C. The product is [N:1]1[C:9]2[C:4](=[N:5][CH:6]=[CH:7][CH:8]=2)[N:3]([CH2:23][O:22][CH2:21][CH2:20][O:19][C:16](=[O:18])[CH3:17])[CH:2]=1. The yield is 0.410.